Dataset: Ames mutagenicity test results for genotoxicity prediction. Task: Regression/Classification. Given a drug SMILES string, predict its toxicity properties. Task type varies by dataset: regression for continuous values (e.g., LD50, hERG inhibition percentage) or binary classification for toxic/non-toxic outcomes (e.g., AMES mutagenicity, cardiotoxicity, hepatotoxicity). Dataset: ames. (1) The result is 1 (mutagenic). The compound is CN(CCCC(O)c1cccnc1)N=O. (2) The compound is c1ccc2nc3c(cc2c1)-c1cccc2cccc-3c12. The result is 0 (non-mutagenic).